Dataset: NCI-60 drug combinations with 297,098 pairs across 59 cell lines. Task: Regression. Given two drug SMILES strings and cell line genomic features, predict the synergy score measuring deviation from expected non-interaction effect. Drug 1: C1C(C(OC1N2C=NC3=C(N=C(N=C32)Cl)N)CO)O. Drug 2: CCCCCOC(=O)NC1=NC(=O)N(C=C1F)C2C(C(C(O2)C)O)O. Cell line: OVCAR3. Synergy scores: CSS=-2.43, Synergy_ZIP=3.49, Synergy_Bliss=7.89, Synergy_Loewe=3.67, Synergy_HSA=-0.294.